The task is: Predict which catalyst facilitates the given reaction.. This data is from Catalyst prediction with 721,799 reactions and 888 catalyst types from USPTO. (1) Reactant: [CH3:1][C:2]1[N:3]([S:9]([C:12]2[CH:13]=[N:14][CH:15]=[CH:16][CH:17]=2)(=[O:11])=[O:10])[CH:4]=[CH:5][C:6]=1[CH:7]=[O:8].[Br:18]N1C(=O)CCC1=O.O. Product: [Br:18][C:4]1[N:3]([S:9]([C:12]2[CH:13]=[N:14][CH:15]=[CH:16][CH:17]=2)(=[O:10])=[O:11])[C:2]([CH3:1])=[C:6]([CH:7]=[O:8])[CH:5]=1. The catalyst class is: 9. (2) The catalyst class is: 19. Product: [CH3:22][N:2]([CH3:1])[CH2:3][CH2:4][CH2:5][C:6]1[C:11]([O:12][CH2:13][CH2:14][OH:15])=[CH:10][CH:9]=[CH:8][N:7]=1. Reactant: [CH3:1][N:2]([CH3:22])[CH2:3]/[CH:4]=[CH:5]\[C:6]1[C:11]([O:12][CH2:13][CH2:14][O:15]C2CCCCO2)=[CH:10][CH:9]=[CH:8][N:7]=1. (3) Reactant: [CH2:1]([N:8]1[CH:13]([CH:14]([F:16])[F:15])[CH2:12][O:11][C:10]([CH2:18][CH2:19][O:20][CH2:21][C:22]2[CH:27]=[CH:26][CH:25]=[CH:24][CH:23]=2)([CH3:17])[C:9]1=O)[C:2]1[CH:7]=[CH:6][CH:5]=[CH:4][CH:3]=1.CO. Product: [CH2:1]([N:8]1[CH:13]([CH:14]([F:16])[F:15])[CH2:12][O:11][C:10]([CH2:18][CH2:19][O:20][CH2:21][C:22]2[CH:23]=[CH:24][CH:25]=[CH:26][CH:27]=2)([CH3:17])[CH2:9]1)[C:2]1[CH:3]=[CH:4][CH:5]=[CH:6][CH:7]=1. The catalyst class is: 7. (4) Reactant: [CH3:1][O:2][CH:3]([O:16][CH3:17])[C:4]1[C:13]([CH:14]=O)=[CH:12][C:11]2[CH2:10][CH2:9][CH2:8][NH:7][C:6]=2[N:5]=1.[CH2:18]1[C:21]2([CH2:25][CH2:24][CH2:23][NH:22]2)[CH2:20][O:19]1.CCN(C(C)C)C(C)C.C(O[BH-](OC(=O)C)OC(=O)C)(=O)C.[Na+]. Product: [CH3:1][O:2][CH:3]([O:16][CH3:17])[C:4]1[C:13]([CH2:14][N:22]2[CH2:23][CH2:24][CH2:25][C:21]32[CH2:18][O:19][CH2:20]3)=[CH:12][C:11]2[CH2:10][CH2:9][CH2:8][NH:7][C:6]=2[N:5]=1. The catalyst class is: 34. (5) Reactant: C[O:2][C:3](=[O:19])[C:4]1[CH:9]=[CH:8][CH:7]=[N:6][C:5]=1[O:10][C:11]1[CH:16]=[CH:15][C:14]([S:17][CH3:18])=[CH:13][CH:12]=1.[OH-].[Li+]. Product: [CH3:18][S:17][C:14]1[CH:13]=[CH:12][C:11]([O:10][C:5]2[N:6]=[CH:7][CH:8]=[CH:9][C:4]=2[C:3]([OH:19])=[O:2])=[CH:16][CH:15]=1. The catalyst class is: 7.